Regression. Given a peptide amino acid sequence and an MHC pseudo amino acid sequence, predict their binding affinity value. This is MHC class I binding data. From a dataset of Peptide-MHC class I binding affinity with 185,985 pairs from IEDB/IMGT. (1) The peptide sequence is VFSQEDCMI. The MHC is HLA-A01:01 with pseudo-sequence HLA-A01:01. The binding affinity (normalized) is 0. (2) The peptide sequence is TTMFGGVSW. The MHC is HLA-A32:01 with pseudo-sequence HLA-A32:01. The binding affinity (normalized) is 0.715. (3) The binding affinity (normalized) is 0.0847. The peptide sequence is AIPYFYKGK. The MHC is HLA-A02:01 with pseudo-sequence HLA-A02:01. (4) The peptide sequence is VGNVYVKF. The MHC is HLA-B08:01 with pseudo-sequence HLA-B08:01. The binding affinity (normalized) is 0.